Dataset: Catalyst prediction with 721,799 reactions and 888 catalyst types from USPTO. Task: Predict which catalyst facilitates the given reaction. Reactant: [C:1]([NH:5][S:6]([C:9]1[S:10][CH:11]=[CH:12][CH:13]=1)(=[O:8])=[O:7])([CH3:4])([CH3:3])[CH3:2].[Li][CH2:15][CH2:16][CH2:17][CH3:18].ICCCC. Product: [C:1]([NH:5][S:6]([C:9]1[S:10][C:11]([CH2:15][CH2:16][CH2:17][CH3:18])=[CH:12][CH:13]=1)(=[O:7])=[O:8])([CH3:4])([CH3:2])[CH3:3]. The catalyst class is: 1.